Dataset: Forward reaction prediction with 1.9M reactions from USPTO patents (1976-2016). Task: Predict the product of the given reaction. (1) Given the reactants [CH:1]([C:3]1[C:4]([C:16]([O:18][CH2:19][CH3:20])=[O:17])=[C:5]([CH3:15])[N:6]([C:9]2[CH:14]=[CH:13][CH:12]=[CH:11][CH:10]=2)[C:7]=1[CH3:8])=O.[CH3:21][CH:22]([CH3:38])[C:23]([NH:25][C:26]1[CH:31]=[CH:30][CH:29]=[C:28]([CH:32]2[CH2:37][CH2:36][NH:35][CH2:34][CH2:33]2)[CH:27]=1)=[O:24], predict the reaction product. The product is: [C:23]([NH:25][C:26]1[CH:27]=[C:28]([CH:32]2[CH2:33][CH2:34][N:35]([CH2:1][C:3]3[C:4]([C:16]([O:18][CH2:19][CH3:20])=[O:17])=[C:5]([CH3:15])[N:6]([C:9]4[CH:14]=[CH:13][CH:12]=[CH:11][CH:10]=4)[C:7]=3[CH3:8])[CH2:36][CH2:37]2)[CH:29]=[CH:30][CH:31]=1)(=[O:24])[CH:22]([CH3:38])[CH3:21]. (2) Given the reactants Br[C:2]1[CH:7]=[CH:6][C:5]([C:8]2[O:12][N:11]=[C:10]([CH3:13])[C:9]=2[N:14]([CH3:25])[CH:15]([CH3:24])[CH2:16][CH2:17][C:18]2[CH:23]=[CH:22][CH:21]=[CH:20][CH:19]=2)=[CH:4][CH:3]=1.[CH2:26]([O:28][C:29]([C:31]1([C:34]2[CH:39]=[CH:38][C:37](B3OC(C)(C)C(C)(C)O3)=[CH:36][CH:35]=2)[CH2:33][CH2:32]1)=[O:30])[CH3:27], predict the reaction product. The product is: [CH2:26]([O:28][C:29]([C:31]1([C:34]2[CH:39]=[CH:38][C:37]([C:2]3[CH:7]=[CH:6][C:5]([C:8]4[O:12][N:11]=[C:10]([CH3:13])[C:9]=4[N:14]([CH3:25])[CH:15]([CH3:24])[CH2:16][CH2:17][C:18]4[CH:23]=[CH:22][CH:21]=[CH:20][CH:19]=4)=[CH:4][CH:3]=3)=[CH:36][CH:35]=2)[CH2:32][CH2:33]1)=[O:30])[CH3:27]. (3) Given the reactants [Br:1][C:2]1[CH:7]=[CH:6][CH:5]=[CH:4][C:3]=1[SH:8].C([O-])([O-])=O.[K+].[K+].[CH2:15](I)[CH:16]([CH3:18])[CH3:17], predict the reaction product. The product is: [Br:1][C:2]1[CH:7]=[CH:6][CH:5]=[CH:4][C:3]=1[S:8][CH2:15][CH:16]([CH3:18])[CH3:17]. (4) Given the reactants C1([C:4]2[CH:12]=[CH:11][C:7]([C:8](O)=[O:9])=[CH:6][CH:5]=2)CC1.S(Cl)(Cl)=O.[C:17]([O:21][C:22]([N:24]1[CH2:29][CH:28]=[C:27]([C:30]2[NH:47][C:33]3[N:34]=[CH:35][N:36]=[C:37]([C:38]4[CH:43]=[C:42]([F:44])[CH:41]=[C:40]([NH2:45])[C:39]=4[CH3:46])[C:32]=3[CH:31]=2)[CH2:26][CH2:25]1)=[O:23])([CH3:20])([CH3:19])[CH3:18].[C:48]1([CH3:54])C=CC=C[CH:49]=1, predict the reaction product. The product is: [C:17]([O:21][C:22]([N:24]1[CH2:25][CH:26]=[C:27]([C:30]2[NH:47][C:33]3[N:34]=[CH:35][N:36]=[C:37]([C:38]4[CH:43]=[C:42]([F:44])[CH:41]=[C:40]([N:45]([CH:54]5[CH2:48][CH2:49]5)[C:8](=[O:9])[C:7]5[CH:11]=[CH:12][CH:4]=[CH:5][CH:6]=5)[C:39]=4[CH3:46])[C:32]=3[CH:31]=2)[CH2:28][CH2:29]1)=[O:23])([CH3:20])([CH3:19])[CH3:18]. (5) Given the reactants Br[C:2]1[C:3]2[N:4]([CH:8]=[C:9]([C:11]3[CH:16]=[CH:15][C:14]([C:17]([CH3:20])([CH3:19])[CH3:18])=[CH:13][CH:12]=3)[N:10]=2)[CH:5]=[CH:6][CH:7]=1.C(P(C(C)(C)C)C1C=CC=CC=1C1C=CC=CC=1)(C)(C)C.CC(C)([O-])C.[Na+].[NH:48]1[CH2:53][CH2:52][NH:51][CH2:50][CH2:49]1, predict the reaction product. The product is: [C:17]([C:14]1[CH:15]=[CH:16][C:11]([C:9]2[N:10]=[C:3]3[C:2]([N:48]4[CH2:53][CH2:52][NH:51][CH2:50][CH2:49]4)=[CH:7][CH:6]=[CH:5][N:4]3[CH:8]=2)=[CH:12][CH:13]=1)([CH3:20])([CH3:19])[CH3:18]. (6) Given the reactants [Cl:1][C:2]1[N:11]=[C:10](Cl)[C:9]([F:13])=[CH:8][C:3]=1[C:4]([O:6][CH3:7])=[O:5].[NH:14]1[CH2:18][CH2:17][CH2:16][CH2:15]1.C(OCC)(=O)C.O, predict the reaction product. The product is: [Cl:1][C:2]1[N:11]=[C:10]([N:14]2[CH2:18][CH2:17][CH2:16][CH2:15]2)[C:9]([F:13])=[CH:8][C:3]=1[C:4]([O:6][CH3:7])=[O:5]. (7) Given the reactants CO[NH:3][CH2:4][CH2:5][C:6]1[CH:11]=[CH:10][CH:9]=[CH:8][CH:7]=1.C1C[O:15][CH2:14]C1.CCN(CC)CC.Cl[C:25]([O:27][CH3:28])=[O:26], predict the reaction product. The product is: [CH3:28][O:27][C:25](=[O:26])[NH:3][CH2:4][CH2:5][C:6]1[CH:7]=[CH:8][CH:9]=[C:10]([O:15][CH3:14])[CH:11]=1. (8) The product is: [CH3:9][O:8][C:7]1[C:3]([CH2:2][N:24]2[CH:25]=[CH:26][C:22]([C:21]([F:28])([F:27])[F:20])=[N:23]2)=[N:4][N:5]([C:10]2[CH:15]=[CH:14][C:13]([C:16]([F:19])([F:18])[F:17])=[CH:12][CH:11]=2)[N:6]=1. Given the reactants Br[CH2:2][C:3]1[C:7]([O:8][CH3:9])=[N:6][N:5]([C:10]2[CH:15]=[CH:14][C:13]([C:16]([F:19])([F:18])[F:17])=[CH:12][CH:11]=2)[N:4]=1.[F:20][C:21]([F:28])([F:27])[C:22]1[CH:26]=[CH:25][NH:24][N:23]=1.C(=O)([O-])[O-].[K+].[K+], predict the reaction product. (9) Given the reactants [O:1]1[CH:6]([CH2:7][N:8]2[CH2:13][CH2:12][N:11]([C:14]3[CH:21]=[CH:20][CH:19]=[CH:18][C:15]=3[C:16]#[N:17])[CH2:10][CH2:9]2)[CH2:5][O:4][C:3]2[CH:22]=[CH:23][CH:24]=[CH:25][C:2]1=2.[H-].[H-].[H-].[H-].[Li+].[Al+3].[OH-].[Na+], predict the reaction product. The product is: [O:1]1[CH:6]([CH2:7][N:8]2[CH2:13][CH2:12][N:11]([C:14]3[CH:21]=[CH:20][CH:19]=[CH:18][C:15]=3[CH2:16][NH2:17])[CH2:10][CH2:9]2)[CH2:5][O:4][C:3]2[CH:22]=[CH:23][CH:24]=[CH:25][C:2]1=2. (10) The product is: [C:23]1([NH:29][C:30](=[O:31])[C:32]2[CH:37]=[CH:36][C:35]([C:2]3[CH:7]=[CH:6][N:5]=[C:4]4[CH:8]=[C:9]([C:11]5[CH:16]=[C:15]([O:17][CH3:18])[C:14]([O:19][CH3:20])=[C:13]([O:21][CH3:22])[CH:12]=5)[O:10][C:3]=34)=[CH:34][CH:33]=2)[CH:24]=[CH:25][CH:26]=[CH:27][CH:28]=1. Given the reactants Cl[C:2]1[CH:7]=[CH:6][N:5]=[C:4]2[CH:8]=[C:9]([C:11]3[CH:16]=[C:15]([O:17][CH3:18])[C:14]([O:19][CH3:20])=[C:13]([O:21][CH3:22])[CH:12]=3)[O:10][C:3]=12.[C:23]1([NH:29][C:30]([C:32]2[CH:37]=[CH:36][C:35](B(O)O)=[CH:34][CH:33]=2)=[O:31])[CH:28]=[CH:27][CH:26]=[CH:25][CH:24]=1, predict the reaction product.